Dataset: Catalyst prediction with 721,799 reactions and 888 catalyst types from USPTO. Task: Predict which catalyst facilitates the given reaction. (1) Reactant: C(O)(C(F)(F)F)=O.[C:8]1([C:14]2[C:22]3[CH:21]=[N:20][CH:19]=[N:18][C:17]=3[O:16][C:15]=2[C:23]2[CH:28]=[CH:27][C:26]([C:29]3([NH:33]C(=O)OC(C)(C)C)[CH2:32][CH2:31][CH2:30]3)=[CH:25][CH:24]=2)[CH:13]=[CH:12][CH:11]=[CH:10][CH:9]=1. Product: [C:8]1([C:14]2[C:22]3[CH:21]=[N:20][CH:19]=[N:18][C:17]=3[O:16][C:15]=2[C:23]2[CH:28]=[CH:27][C:26]([C:29]3([NH2:33])[CH2:32][CH2:31][CH2:30]3)=[CH:25][CH:24]=2)[CH:9]=[CH:10][CH:11]=[CH:12][CH:13]=1. The catalyst class is: 2. (2) Reactant: [CH3:1][Si:2]([CH3:22])([C:18]([CH3:21])([CH3:20])[CH3:19])[O:3][CH2:4][CH2:5][CH:6]([N+:15]([O-])=O)[CH2:7][C:8]1[N:13]=[CH:12][C:11]([CH3:14])=[CH:10][N:9]=1.NN. Product: [CH3:22][Si:2]([CH3:1])([C:18]([CH3:20])([CH3:19])[CH3:21])[O:3][CH2:4][CH2:5][CH:6]([NH2:15])[CH2:7][C:8]1[N:13]=[CH:12][C:11]([CH3:14])=[CH:10][N:9]=1. The catalyst class is: 94. (3) Reactant: [C:1]([N:9]([CH2:24][CH2:25][CH:26]([C:33]1[CH:38]=[CH:37][CH:36]=[CH:35][CH:34]=1)[C:27]1[CH:32]=[CH:31][CH:30]=[CH:29][CH:28]=1)[CH2:10][CH2:11][CH2:12][C:13]1[CH:14]=[C:15]([CH:21]=[CH:22][CH:23]=1)[O:16][CH2:17][C:18]([OH:20])=[O:19])(=[O:8])[C:2]1[CH:7]=[CH:6][CH:5]=[CH:4][CH:3]=1.[OH-].[Na+:40]. Product: [C:1]([N:9]([CH2:24][CH2:25][CH:26]([C:27]1[CH:28]=[CH:29][CH:30]=[CH:31][CH:32]=1)[C:33]1[CH:38]=[CH:37][CH:36]=[CH:35][CH:34]=1)[CH2:10][CH2:11][CH2:12][C:13]1[CH:14]=[C:15]([CH:21]=[CH:22][CH:23]=1)[O:16][CH2:17][C:18]([O-:20])=[O:19])(=[O:8])[C:2]1[CH:3]=[CH:4][CH:5]=[CH:6][CH:7]=1.[Na+:40]. The catalyst class is: 5. (4) Reactant: [C:1]([C:3]1[CH:8]=[CH:7][C:6]([S:9]([CH2:12][CH:13]2[CH2:16][N:15](C(OC(C)(C)C)=O)[CH2:14]2)(=[O:11])=[O:10])=[CH:5][CH:4]=1)#[N:2].[ClH:24]. Product: [ClH:24].[NH:15]1[CH2:16][CH:13]([CH2:12][S:9]([C:6]2[CH:7]=[CH:8][C:3]([C:1]#[N:2])=[CH:4][CH:5]=2)(=[O:11])=[O:10])[CH2:14]1. The catalyst class is: 12. (5) Reactant: [Na].[CH3:2]CN(C(C)C)C(C)C.[OH:11][C:12]([C:14]([F:17])([F:16])[F:15])=[O:13].[Cl:18][C:19]1[CH:20]=[CH:21][C:22]([F:47])=[C:23]([C:25]([CH:27]2[CH2:32][CH2:31][N:30]([C:33]3[N:34]=[C:35]4[CH2:46][CH2:45][NH:44][CH2:43][C:36]4=[N:37][C:38]=3[NH:39][CH:40]([CH3:42])[CH3:41])[CH2:29][CH2:28]2)=[O:26])[CH:24]=1.C=O. Product: [Cl:18][C:19]1[CH:20]=[CH:21][C:22]([F:47])=[C:23]([C:25]([CH:27]2[CH2:32][CH2:31][N:30]([C:33]3[N:34]=[C:35]4[CH2:46][CH2:45][N:44]([CH3:2])[CH2:43][C:36]4=[N:37][C:38]=3[NH:39][CH:40]([CH3:42])[CH3:41])[CH2:29][CH2:28]2)=[O:26])[CH:24]=1.[C:12]([OH:13])([C:14]([F:17])([F:16])[F:15])=[O:11]. The catalyst class is: 5. (6) Reactant: [F-].C([N+](CCCC)(CCCC)CCCC)CCC.[Br:19][C:20]1[C:21]([F:39])=[C:22]2[CH:28]=[CH:27][N:26]([Si](C(C)C)(C(C)C)C(C)C)[C:23]2=[N:24][CH:25]=1. Product: [Br:19][C:20]1[C:21]([F:39])=[C:22]2[CH:28]=[CH:27][NH:26][C:23]2=[N:24][CH:25]=1. The catalyst class is: 1.